This data is from Catalyst prediction with 721,799 reactions and 888 catalyst types from USPTO. The task is: Predict which catalyst facilitates the given reaction. (1) Reactant: [NH2:1][CH2:2][C@@H:3]([F:6])[CH2:4][OH:5].C(=O)([O-])[O-].[K+].[K+].[C:13](O[C:13]([O:15][C:16]([CH3:19])([CH3:18])[CH3:17])=[O:14])([O:15][C:16]([CH3:19])([CH3:18])[CH3:17])=[O:14]. Product: [F:6][C@@H:3]([CH2:4][OH:5])[CH2:2][NH:1][C:13](=[O:14])[O:15][C:16]([CH3:19])([CH3:18])[CH3:17]. The catalyst class is: 12. (2) Reactant: Cl.[F:2][C:3]1[CH:8]=[CH:7][N:6]=[CH:5][C:4]=1[OH:9].[N+:10]([O-])([OH:12])=[O:11].[OH-].[Na+]. Product: [F:2][C:3]1[CH:8]=[CH:7][N:6]=[C:5]([N+:10]([O-:12])=[O:11])[C:4]=1[OH:9]. The catalyst class is: 65.